This data is from Reaction yield outcomes from USPTO patents with 853,638 reactions. The task is: Predict the reaction yield, written as a fraction of the theoretical maximum amount of product (1.0 means a 100% yield; for example, 0.34 means a 34% yield). (1) The reactants are [CH2:1]([N:8]1[C:16](Br)=[N:15][C:14]2[C:9]1=[N:10][C:11]([Cl:19])=[N:12][C:13]=2[NH2:18])[C:2]1[CH:7]=[CH:6][CH:5]=[CH:4][CH:3]=1.C([OH:24])CCC. The catalyst is Cl. The product is [NH2:18][C:13]1[N:12]=[C:11]([Cl:19])[N:10]=[C:9]2[C:14]=1[NH:15][C:16](=[O:24])[N:8]2[CH2:1][C:2]1[CH:7]=[CH:6][CH:5]=[CH:4][CH:3]=1. The yield is 0.940. (2) The reactants are [Br:1][C:2]1[CH:3]=[C:4]2[C:10](I)=[C:9](S(N3C4=NC=CC=C4C=C3)(=O)=O)[N:8]([S:24]([C:27]3[CH:32]=[CH:31][C:30]([CH3:33])=[CH:29][CH:28]=3)(=[O:26])=[O:25])[C:5]2=[N:6][CH:7]=1.[NH:34]1[C:42]2[C:37](=[CH:38][CH:39]=[CH:40][C:41]=2B(O)O)[CH:36]=[CH:35]1.C(=O)([O-])[O-].[Na+].[Na+].[Cl-].[Na+].Cl. The catalyst is C1C=CC([PH+]([C]2[CH][CH][CH][CH]2)C2C=CC=CC=2)=CC=1.C1C=CC([PH+]([C]2[CH][CH][CH][CH]2)C2C=CC=CC=2)=CC=1.C(Cl)Cl.Cl[Pd]Cl.[Fe].C(#N)C.C1COCC1. The product is [Br:1][C:2]1[CH:3]=[C:4]2[C:10]([C:41]3[CH:40]=[CH:39][CH:38]=[C:37]4[C:42]=3[NH:34][CH:35]=[CH:36]4)=[CH:9][N:8]([S:24]([C:27]3[CH:28]=[CH:29][C:30]([CH3:33])=[CH:31][CH:32]=3)(=[O:26])=[O:25])[C:5]2=[N:6][CH:7]=1. The yield is 0.820. (3) The reactants are C(N(CC)CC)C.[CH2:8]([O:10][C:11](=[O:37])[CH:12]([NH2:36])[CH2:13][C:14]1[C:22]2[C:17](=[CH:18][C:19]([C:23]3[CH:28]=[CH:27][C:26]([O:29][C:30]4[CH:35]=[CH:34][CH:33]=[CH:32][CH:31]=4)=[CH:25][CH:24]=3)=[CH:20][CH:21]=2)[NH:16][CH:15]=1)[CH3:9].[C:38](O[C:38]([O:40][C:41]([CH3:44])([CH3:43])[CH3:42])=[O:39])([O:40][C:41]([CH3:44])([CH3:43])[CH3:42])=[O:39].O. The catalyst is C(Cl)(Cl)Cl. The product is [CH2:8]([O:10][C:11](=[O:37])[CH:12]([NH:36][C:38]([O:40][C:41]([CH3:44])([CH3:43])[CH3:42])=[O:39])[CH2:13][C:14]1[C:22]2[C:17](=[CH:18][C:19]([C:23]3[CH:28]=[CH:27][C:26]([O:29][C:30]4[CH:31]=[CH:32][CH:33]=[CH:34][CH:35]=4)=[CH:25][CH:24]=3)=[CH:20][CH:21]=2)[NH:16][CH:15]=1)[CH3:9]. The yield is 0.900. (4) The reactants are [CH3:1][O:2][C:3](=[O:17])[C:4]1[CH:9]=[C:8]([Cl:10])[C:7]([NH2:11])=[C:6]([N+:12]([O-])=O)[C:5]=1[O:15][CH3:16].O.O.[Sn](Cl)Cl.O.[OH-].[Na+].[CH:26](O)=O. No catalyst specified. The product is [CH3:1][O:2][C:3]([C:4]1[CH:9]=[C:8]([Cl:10])[C:7]2[N:11]=[CH:26][NH:12][C:6]=2[C:5]=1[O:15][CH3:16])=[O:17]. The yield is 0.310.